This data is from Full USPTO retrosynthesis dataset with 1.9M reactions from patents (1976-2016). The task is: Predict the reactants needed to synthesize the given product. The reactants are: Br[C:2]1[CH:7]=[CH:6][C:5]2[C:8]3[CH2:14][CH2:13][N:12]([C:15]([O:17][C:18]([CH3:21])([CH3:20])[CH3:19])=[O:16])[CH2:11][CH2:10][C:9]=3[S:22][C:4]=2[CH:3]=1.[Cl:23][C:24]1[CH:25]=[CH:26][C:27]([CH2:30][O:31][C:32]2[CH:37]=[CH:36][NH:35][C:34](=[O:38])[CH:33]=2)=[N:28][CH:29]=1. Given the product [Cl:23][C:24]1[CH:25]=[CH:26][C:27]([CH2:30][O:31][C:32]2[CH:37]=[CH:36][N:35]([C:2]3[CH:7]=[CH:6][C:5]4[C:8]5[CH2:14][CH2:13][N:12]([C:15]([O:17][C:18]([CH3:21])([CH3:20])[CH3:19])=[O:16])[CH2:11][CH2:10][C:9]=5[S:22][C:4]=4[CH:3]=3)[C:34](=[O:38])[CH:33]=2)=[N:28][CH:29]=1, predict the reactants needed to synthesize it.